This data is from Full USPTO retrosynthesis dataset with 1.9M reactions from patents (1976-2016). The task is: Predict the reactants needed to synthesize the given product. (1) Given the product [O:56]1[C:60]2([CH2:65][CH2:64][C:63](=[CH:11][C:12]3[CH:13]=[C:14]([CH:26]=[CH:27][CH:28]=3)[O:15][C:16]3[CH:21]=[CH:20][C:19]([C:22]([F:23])([F:24])[F:25])=[CH:18][N:17]=3)[CH2:62][CH2:61]2)[O:59][CH2:58][CH2:57]1, predict the reactants needed to synthesize it. The reactants are: [H-].[Na+].C(OP([CH2:11][C:12]1[CH:13]=[C:14]([CH:26]=[CH:27][CH:28]=1)[O:15][C:16]1[CH:21]=[CH:20][C:19]([C:22]([F:25])([F:24])[F:23])=[CH:18][N:17]=1)(OCC)=O)C.FC(F)(F)C1C=CC(OC2C=C(C=C3CCC(C(O)=O)CC3)C=CC=2)=NC=1.[O:56]1[C:60]2([CH2:65][CH2:64][C:63](=O)[CH2:62][CH2:61]2)[O:59][CH2:58][CH2:57]1. (2) Given the product [CH3:11][O:9][C:8]([CH:1]1[CH2:7][CH2:6][CH2:5][CH2:4][CH2:3][CH2:2]1)=[O:10], predict the reactants needed to synthesize it. The reactants are: [CH:1]1([C:8]([OH:10])=[O:9])[CH2:7][CH2:6][CH2:5][CH2:4][CH2:3][CH2:2]1.[CH3:11]O.S(=O)(=O)(O)O. (3) Given the product [Br:1][C:2]1[N:7]=[CH:6][C:5]2[N:8]=[C:9]([CH2:14][O:15][CH:28]3[CH2:29][CH2:30][CH2:31][CH2:32][O:27]3)[N:10]([CH:11]([CH3:12])[CH3:13])[C:4]=2[CH:3]=1, predict the reactants needed to synthesize it. The reactants are: [Br:1][C:2]1[N:7]=[CH:6][C:5]2[N:8]=[C:9]([CH2:14][OH:15])[N:10]([CH:11]([CH3:13])[CH3:12])[C:4]=2[CH:3]=1.C1(C)C=CC(S(O)(=O)=O)=CC=1.[O:27]1[CH:32]=[CH:31][CH2:30][CH2:29][CH2:28]1. (4) Given the product [NH2:1][C:2]1[CH:27]=[CH:26][C:5]([O:6][C:7]2[CH:12]=[CH:11][N:10]=[C:9]([NH:13][C:14]([N:16]3[CH2:21][CH2:20][CH:19]([CH2:22][N:23]([CH3:24])[CH3:25])[CH2:18][CH2:17]3)=[O:15])[CH:8]=2)=[CH:4][CH:3]=1, predict the reactants needed to synthesize it. The reactants are: [NH2:1][C:2]1[CH:27]=[CH:26][C:5]([O:6][C:7]2[CH:12]=[CH:11][N:10]=[C:9]([NH:13][C:14]([N:16]3[CH2:21][CH2:20][CH:19]([CH2:22][N:23]([CH3:25])[CH3:24])[CH2:18][CH2:17]3)=[O:15])[CH:8]=2)=[CH:4][C:3]=1Cl. (5) Given the product [C:1]([C:3]1[CH:4]=[CH:5][C:6]([CH2:7][NH:8][C:9](=[O:29])[CH:10]([C:13]2[CH:18]=[CH:17][C:16]([C:33]3[CH:34]=[N:35][CH:36]=[CH:37][CH:38]=3)=[CH:15][C:14]=2[F:28])[O:11][CH3:12])=[CH:30][CH:31]=1)#[N:2], predict the reactants needed to synthesize it. The reactants are: [C:1]([C:3]1[CH:31]=[CH:30][C:6]([CH2:7][NH:8][C:9](=[O:29])[CH:10]([C:13]2[CH:18]=[CH:17][C:16](B3OC(C)(C)C(C)(C)O3)=[CH:15][C:14]=2[F:28])[O:11][CH3:12])=[CH:5][CH:4]=1)#[N:2].Br[C:33]1[CH:34]=[N:35][CH:36]=[CH:37][CH:38]=1.